This data is from Drug-target binding data from BindingDB using IC50 measurements. The task is: Regression. Given a target protein amino acid sequence and a drug SMILES string, predict the binding affinity score between them. We predict pIC50 (pIC50 = -log10(IC50 in M); higher means more potent). Dataset: bindingdb_ic50. (1) The compound is CCC(CC)C(=O)N1N=C(C(=O)O)C[C@H](N=C(N)N)[C@H]1NC(C)=O. The pIC50 is 6.8. The target protein (P03468) has sequence MNPNQKIITIGSICLVVGLISLILQIGNIISIWISHSIQTGSQNHTGICNQNIITYKNSTWVKDTTSVILTGNSSLCPIRGWAIYSKDNSIRIGSKGDVFVIREPFISCSHLECRTFFLTQGALLNDKHSNGTVKDRSPYRALMSCPVGEAPSPYNSRFESVAWSASACHDGMGWLTIGISGPDNGAVAVLKYNGIITETIKSWRKKILRTQESECACVNGSCFTIMTDGPSDGLASYKIFKIEKGKVTKSIELNAPNSHYEECSCYPDTGKVMCVCRDNWHGSNRPWVSFDQNLDYQIGYICSGVFGDNPRPEDGTGSCGPVYVDGANGVKGFSYRYGNGVWIGRTKSHSSRHGFEMIWDPNGWTETDSKFSVRQDVVAMTDWSGYSGSFVQHPELTGLDCMRPCFWVELIRGRPKEKTIWTSASSISFCGVNSDTVDWSWPDGAELPFSIDK. (2) The drug is CC(=O)Nc1cc2ncccc2cc1/C=C/C(=O)N1CCN(Cc2ccc(F)cc2)C[C@H]1C. The target protein (P51675) has sequence MEISDFTEAYPTTTEFDYGDSTPCQKTAVRAFGAGLLPPLYSLVFIIGVVGNVLVILVLMQHRRLQSMTSIYLFNLAVSDLVFLFTLPFWIDYKLKDDWIFGDAMCKLLSGFYYLGLYSEIFFIILLTIDRYLAIVHAVFALRARTVTFGIITSIITWALAILASMPALYFFKAQWEFTHRTCSPHFPYKSLKQWKRFQALKLNLLGLILPLLVMIICYAGIIRILLRRPSEKKVKAVRLIFAITLLFFLLWTPYNLSVFVSAFQDVLFTNQCEQSKQLDLAMQVTEVIAYTHCCVNPIIYVFVGERFWKYLRQLFQRHVAIPLAKWLPFLSVDQLERTSSISPSTGEHELSAGF. The pIC50 is 6.0. (3) The drug is COCC(=O)NCCc1c(C)n(C)c2ccc(O)cc12. The target protein (P35270) has sequence MEGGLGRAVCLLTGASRGFGRTLAPLLASLLSPGSVLVLSARNDEALRQLEAELGAERSGLRVVRVPADLGAEAGLQQLLGALRELPRPKGLQRLLLINNAGSLGDVSKGFVDLSDSTQVNNYWALNLTSMLCLTSSVLKAFPDSPGLNRTVVNISSLCALQPFKGWALYCAGKAARDMLFQVLALEEPNVRVLNYAPGPLDTDMQQLARETSVDPDMRKGLQELKAKGKLVDCKVSAQKLLSLLEKDEFKSGAHVDFYDK. The pIC50 is 7.7. (4) The small molecule is CCCCCCCCCCCCNC(=O)NCC(C)C. The target protein (Q25489) has sequence MYKILSSFVAGVAIGSGLVITYVLYNVPEPPELDLQRWWGIGTRPTEEDKSIRPFSIDFNDTVILDLKERLKNRRPFTKPLEGINSEYGMNTEYLETVLEYWLNEYNFKKRAELLNKFPHYKTRIQGLDLHFIRVKPEIKEGVQVLPLLMMHGWPSSSKEFDKVIPILTTPKHEYNIVFEVVAVDLPGYGFSEGTNKPGLNPVQIGVMMRNLMLRLGFEKFYIQAGDWGSQCATHMATLFPDQVLGLHTNMPLSSRPLSTVKLFIGALFPSLIVDAKYMDRIYPLKNLFSYILRETGYFHIQATKPDTIGVALTDSPAGLAGYLIEKMAICSNRDQLDTPHGGLENLNLDDVLDTVTINWINNCIVTSTRLYAEGFSWPEVLIVHRIPSMVPTAGINFKYEVLYQPDWILRDKFPNLVRSTVLDFGGHFAALHTPQALADDIFASAVQFLKFHDRKRNQKSS. The pIC50 is 5.6. (5) The small molecule is Cc1c(Cl)cccc1NC(=O)N(CCC(C)(C)C)Cc1cccs1. The pIC50 is 5.2. The target protein (P35610) has sequence MVGEEKMSLRNRLSKSRENPEEDEDQRNPAKESLETPSNGRIDIKQLIAKKIKLTAEAEELKPFFMKEVGSHFDDFVTNLIEKSASLDNGGCALTTFSVLEGEKNNHRAKDLRAPPEQGKIFIARRSLLDELLEVDHIRTIYHMFIALLILFILSTLVVDYIDEGRLVLEFSLLSYAFGKFPTVVWTWWIMFLSTFSVPYFLFQHWATGYSKSSHPLIRSLFHGFLFMIFQIGVLGFGPTYVVLAYTLPPASRFIIIFEQIRFVMKAHSFVRENVPRVLNSAKEKSSTVPIPTVNQYLYFLFAPTLIYRDSYPRNPTVRWGYVAMKFAQVFGCFFYVYYIFERLCAPLFRNIKQEPFSARVLVLCVFNSILPGVLILFLTFFAFLHCWLNAFAEMLRFGDRMFYKDWWNSTSYSNYYRTWNVVVHDWLYYYAYKDFLWFFSKRFKSAAMLAVFAVSAVVHEYALAVCLSFFYPVLFVLFMFFGMAFNFIVNDSRKKPIWN.... (6) The target protein (Q76MZ3) has sequence MAAADGDDSLYPIAVLIDELRNEDVQLRLNSIKKLSTIALALGVERTRSELLPFLTDTIYDEDEVLLALAEQLGTFTTLVGGPEYVHCLLPPLESLATVEETVVRDKAVESLRAISHEHSPSDLEAHFVPLVKRLAGGDWFTSRTSACGLFSVCYPRVSSAVKAELRQYFRNLCSDDTPMVRRAAASKLGEFAKVLELDNVKSEIIPMFSNLASDEQDSVRLLAVEACVNIAQLLPQEDLEALVMPTLRQAAEDKSWRVRYMVADKFTELQKAVGPEITKTDLVPAFQNLMKDCEAEVRAAASHKVKEFCENLSADCRENVIMTQILPCIKELVSDANQHVKSALASVIMGLSPILGKDNTIEHLLPLFLAQLKDECPEVRLNIISNLDCVNEVIGIRQLSQSLLPAIVELAEDAKWRVRLAIIEYMPLLAGQLGVEFFDEKLNSLCMAWLVDHVYAIREAATSNLKKLVEKFGKEWAHATIIPKVLAMSGDPNYLHRMT.... The pIC50 is 4.4. The compound is O=C1OC(=O)C2C3C=CC(O3)C12.